The task is: Predict which catalyst facilitates the given reaction.. This data is from Catalyst prediction with 721,799 reactions and 888 catalyst types from USPTO. Reactant: [F:1][C:2]1[CH:7]=[C:6]([C:8]([F:11])([F:10])[F:9])[CH:5]=[CH:4][C:3]=1[C@H:12]([NH:27][C:28]([N:30]1[CH2:39][CH2:38][C:37]2[CH:36]=[N:35][C:34]([NH:40][CH:41]3[CH2:46][CH2:45][O:44][CH2:43][CH2:42]3)=[N:33][C:32]=2[CH2:31]1)=[O:29])[C@H:13]1[N:17](C(OC(C)(C)C)=O)[C:16]([CH3:26])([CH3:25])[CH2:15][CH2:14]1.Cl.CC(O)C.C([O-])([O-])=O.[Na+].[Na+]. Product: [CH3:25][C:16]1([CH3:26])[NH:17][C@H:13]([C@H:12]([C:3]2[CH:4]=[CH:5][C:6]([C:8]([F:10])([F:9])[F:11])=[CH:7][C:2]=2[F:1])[NH:27][C:28]([N:30]2[CH2:39][CH2:38][C:37]3[CH:36]=[N:35][C:34]([NH:40][CH:41]4[CH2:42][CH2:43][O:44][CH2:45][CH2:46]4)=[N:33][C:32]=3[CH2:31]2)=[O:29])[CH2:14][CH2:15]1. The catalyst class is: 2.